From a dataset of M1 muscarinic receptor antagonist screen with 61,756 compounds. Binary Classification. Given a drug SMILES string, predict its activity (active/inactive) in a high-throughput screening assay against a specified biological target. (1) The compound is o1c(c(nc1c1cc(ccc1)C)CS(=O)CC(=O)NCCc1ccc(cc1)C)C. The result is 0 (inactive). (2) The molecule is FC(F)c1nc(n2nc(cc2C)C)nc(c2ccc(OC)cc2)c1. The result is 0 (inactive). (3) The compound is Clc1ccc(C(=O)N2CCSCC2)cc1. The result is 0 (inactive). (4) The compound is S(CC(=O)N1CCCc2c1cccc2)c1n2c3c(c(=O)n(c2nn1)CC)cccc3. The result is 0 (inactive). (5) The drug is S(CC(=O)N1CCc2c(C1)cccc2)c1n(nnn1)c1ccc(cc1)C. The result is 0 (inactive).